This data is from Catalyst prediction with 721,799 reactions and 888 catalyst types from USPTO. The task is: Predict which catalyst facilitates the given reaction. (1) Product: [NH:28]1[CH2:27][CH:26]([O:25][C:23]2[CH:22]=[CH:21][N:20]=[C:19]([NH:18][C:13]3[CH:12]=[C:11]([C:8]4[S:7][C:6]([C:2]5([OH:1])[CH2:5][CH2:4][CH2:3]5)=[N:10][CH:9]=4)[CH:16]=[C:15]([CH3:17])[CH:14]=3)[N:24]=2)[CH2:29]1. The catalyst class is: 4. Reactant: [OH:1][C:2]1([C:6]2[S:7][C:8]([C:11]3[CH:12]=[C:13]([NH:18][C:19]4[N:24]=[C:23]([O:25][CH:26]5[CH2:29][N:28](C(OC(C)(C)C)=O)[CH2:27]5)[CH:22]=[CH:21][N:20]=4)[CH:14]=[C:15]([CH3:17])[CH:16]=3)=[CH:9][N:10]=2)[CH2:5][CH2:4][CH2:3]1.FC(F)(F)C(O)=O. (2) Reactant: [CH:1]1([CH2:7][CH2:8][C:9]([O:11][CH2:12][CH3:13])=[O:10])[CH2:6][CH2:5][CH2:4][CH2:3][CH2:2]1.C1(C2[O:22]N2S(C2C=CC=CC=2)(=O)=O)C=CC=CC=1.[Cl-].[NH4+]. Product: [CH2:12]([O:11][C:9](=[O:10])[CH:8]([OH:22])[CH2:7][CH:1]1[CH2:6][CH2:5][CH2:4][CH2:3][CH2:2]1)[CH3:13]. The catalyst class is: 7. (3) Reactant: [CH:1]1([C@@H:4]([C:10]2[CH:15]=[CH:14][CH:13]=[C:12]([O:16][CH2:17][C:18]3[CH:23]=[N:22][C:21]([C:24]4[C:29]([F:30])=[CH:28][N:27]=[C:26]([O:31][CH3:32])[CH:25]=4)=[C:20]([CH2:33][CH:34]([CH3:36])[CH3:35])[N:19]=3)[CH:11]=2)[CH2:5][C:6]([O:8]C)=[O:7])[CH2:3][CH2:2]1.O[Li].O. Product: [CH:1]1([C@@H:4]([C:10]2[CH:15]=[CH:14][CH:13]=[C:12]([O:16][CH2:17][C:18]3[CH:23]=[N:22][C:21]([C:24]4[C:29]([F:30])=[CH:28][N:27]=[C:26]([O:31][CH3:32])[CH:25]=4)=[C:20]([CH2:33][CH:34]([CH3:36])[CH3:35])[N:19]=3)[CH:11]=2)[CH2:5][C:6]([OH:8])=[O:7])[CH2:2][CH2:3]1. The catalyst class is: 20. (4) Product: [Cl:14][C:11]1[CH:12]=[CH:13][C:8]([CH:7]([C:4]2[CH:3]=[CH:2][CH:1]=[CH:6][CH:5]=2)[N:15]2[CH2:16][CH2:17][NH:18][CH2:19][CH2:20]2)=[CH:9][CH:10]=1.[C:25]([OH:27])(=[O:26])[CH:24]([CH:24]([C:25]([OH:27])=[O:26])[OH:23])[OH:23]. Reactant: [CH:1]1[CH:2]=[CH:3][C:4]([C@@H:7]([N:15]2[CH2:20][CH2:19][N:18](CC[O:23][CH2:24][C:25]([OH:27])=[O:26])[CH2:17][CH2:16]2)[C:8]2[CH:9]=[CH:10][C:11]([Cl:14])=[CH:12][CH:13]=2)=[CH:5][CH:6]=1. The catalyst class is: 8. (5) Reactant: C([O:8][C@@H:9]1[C@H:13]2[O:14][CH2:15][C@:10]1([CH2:25][O:26]C(C1C=CC=CC=1)(C1C=CC(OC)=CC=1)C1C=CC(OC)=CC=1)[O:11][C@H:12]2[N:16]1[CH:24]=[C:22]([CH3:23])[C:20](=[O:21])[NH:19][C:17]1=[O:18])C1C=CC=CC=1. Product: [OH:8][C@@H:9]1[C@H:13]2[O:14][CH2:15][C@:10]1([CH2:25][OH:26])[O:11][C@H:12]2[N:16]1[CH:24]=[C:22]([CH3:23])[C:20](=[O:21])[NH:19][C:17]1=[O:18]. The catalyst class is: 19. (6) Reactant: COC1C=CC(C[N:8]2[CH:12]=[C:11]([C:13]3[CH:18]=[CH:17][N:16]=[C:15]([O:19][C:20]4[C:21]([CH3:28])=[CH:22][C:23]([F:27])=[C:24]([NH2:26])[CH:25]=4)[N:14]=3)[CH:10]=[N:9]2)=CC=1.C(O)(C(F)(F)F)=O. Product: [NH:8]1[CH:12]=[C:11]([C:13]2[CH:18]=[CH:17][N:16]=[C:15]([O:19][C:20]3[C:21]([CH3:28])=[CH:22][C:23]([F:27])=[C:24]([NH2:26])[CH:25]=3)[N:14]=2)[CH:10]=[N:9]1. The catalyst class is: 4.